Dataset: Catalyst prediction with 721,799 reactions and 888 catalyst types from USPTO. Task: Predict which catalyst facilitates the given reaction. (1) Reactant: [CH:1]1[C:14]2[CH:13]([C:15]#[N:16])[C:12]3[C:7](=[CH:8][CH:9]=[CH:10][CH:11]=3)[S:6][C:5]=2[CH:4]=[CH:3][CH:2]=1.C([Li])CCC.[CH3:22][CH2:23][O:24][C:25]([CH2:27]Br)=[O:26]. Product: [CH2:23]([O:24][C:25](=[O:26])[CH2:27][C:13]1([C:15]#[N:16])[C:14]2[CH:1]=[CH:2][CH:3]=[CH:4][C:5]=2[S:6][C:7]2[C:12]1=[CH:11][CH:10]=[CH:9][CH:8]=2)[CH3:22]. The catalyst class is: 28. (2) Reactant: [Cl:1][C:2]1[CH:7]=[C:6]([O:8][C:9]2[CH:14]=[CH:13][C:12]([N:15]=[C:16]=[O:17])=[CH:11][CH:10]=2)[N:5]=[CH:4][N:3]=1.[Br:18][C:19]1[CH:25]=[CH:24][C:22]([NH2:23])=[CH:21][C:20]=1[C:26]([F:29])([F:28])[F:27]. Product: [Br:18][C:19]1[CH:25]=[CH:24][C:22]([NH:23][C:16]([NH:15][C:12]2[CH:11]=[CH:10][C:9]([O:8][C:6]3[CH:7]=[C:2]([Cl:1])[N:3]=[CH:4][N:5]=3)=[CH:14][CH:13]=2)=[O:17])=[CH:21][C:20]=1[C:26]([F:27])([F:28])[F:29]. The catalyst class is: 116.